Task: Predict the product of the given reaction.. Dataset: Forward reaction prediction with 1.9M reactions from USPTO patents (1976-2016) (1) Given the reactants [F:1][CH2:2][C:3]([C:7]1[O:11][N:10]=[C:9]([NH2:12])[CH:8]=1)([CH3:6])[CH2:4][F:5].Cl[C:14]([O:16][C:17]1[CH:22]=[CH:21][CH:20]=[CH:19][CH:18]=1)=[O:15].C([O-])([O-])=O.[K+].[K+], predict the reaction product. The product is: [F:5][CH2:4][C:3]([C:7]1[O:11][N:10]=[C:9]([NH:12][C:14](=[O:15])[O:16][C:17]2[CH:22]=[CH:21][CH:20]=[CH:19][CH:18]=2)[CH:8]=1)([CH3:6])[CH2:2][F:1]. (2) Given the reactants [C:1]1([N:7]2[C:11](=[O:12])[CH:10]=[C:9]([C:13]([OH:15])=O)[NH:8]2)[CH:6]=[CH:5][CH:4]=[CH:3][CH:2]=1.[CH2:16]([O:20][C:21]([N:23]1[CH2:28][CH2:27][N:26]([C:29](=[O:32])[CH2:30][NH2:31])[CH2:25][CH2:24]1)=[O:22])[CH2:17][CH2:18][CH3:19].C(Cl)CCl, predict the reaction product. The product is: [CH2:16]([O:20][C:21]([N:23]1[CH2:24][CH2:25][N:26]([C:29](=[O:32])[CH2:30][NH:31][C:13]([C:9]2[CH:10]=[C:11]([OH:12])[N:7]([C:1]3[CH:2]=[CH:3][CH:4]=[CH:5][CH:6]=3)[N:8]=2)=[O:15])[CH2:27][CH2:28]1)=[O:22])[CH2:17][CH2:18][CH3:19]. (3) Given the reactants C[O:2][C:3](=[O:10])[CH2:4][CH2:5][C:6]([CH2:8]Cl)=[O:7].[CH2:11]([O:13][C:14](=[O:22])[CH2:15][CH:16](Cl)[C:17]([CH2:19]Cl)=[O:18])C.COC(=O)CCC(C)=O, predict the reaction product. The product is: [C:3]([OH:10])(=[O:2])[CH2:4][CH2:5][C:6]([CH3:8])=[O:7].[CH3:11][O:13][C:14](=[O:22])[CH2:15][CH2:16][C:17]([CH3:19])=[O:18]. (4) Given the reactants [OH:1][C:2]1[C:8]([CH3:9])=[CH:7][C:5]([NH2:6])=[C:4]([CH3:10])[CH:3]=1.O.[C:12]1(C)C=CC(S(O)(=O)=O)=CC=1.[C:23](=[O:26])([O-])O.[Na+], predict the reaction product. The product is: [OH:1][C:2]1[C:8]([CH3:9])=[CH:7][C:5]([N:6]=[CH:12][O:26][CH3:23])=[C:4]([CH3:10])[CH:3]=1.